Dataset: Full USPTO retrosynthesis dataset with 1.9M reactions from patents (1976-2016). Task: Predict the reactants needed to synthesize the given product. (1) Given the product [CH2:1]([O:5][S:17]([CH2:15][CH3:16])(=[O:19])=[O:18])[CH2:2][CH2:3][CH3:4], predict the reactants needed to synthesize it. The reactants are: [CH2:1]([OH:5])[CH2:2][CH2:3][CH3:4].C(N(C(C)C)CC)(C)C.[CH:15]([S:17](Cl)(=[O:19])=[O:18])=[CH2:16]. (2) Given the product [CH2:1]([C:3]1[CH:9]=[CH:8][CH:7]=[CH:6][C:4]=1[NH:5][C:44](=[O:45])[C:43]1[CH:47]=[CH:48][C:40]([CH2:39][N:20]2[C:21]3[C:26](=[CH:25][CH:24]=[CH:23][CH:22]=3)[C:27]3([CH2:31][O:30][C:29]4[CH:32]=[C:33]5[C:37](=[CH:38][C:28]3=4)[CH2:36][CH2:35][O:34]5)[C:19]2=[O:18])=[CH:41][CH:42]=1)[CH3:2], predict the reactants needed to synthesize it. The reactants are: [CH2:1]([C:3]1[CH:9]=[CH:8][CH:7]=[CH:6][C:4]=1[NH2:5])[CH3:2].C1(CN)CCCCC1.[O:18]=[C:19]1[C:27]2([CH2:31][O:30][C:29]3[CH:32]=[C:33]4[C:37](=[CH:38][C:28]2=3)[CH2:36][CH2:35][O:34]4)[C:26]2[C:21](=[CH:22][CH:23]=[CH:24][CH:25]=2)[N:20]1[CH2:39][C:40]1[CH:48]=[CH:47][C:43]([C:44](O)=[O:45])=[CH:42][CH:41]=1.O=C1C2(COC3C=C4C(=CC2=3)CCO4)C2C(=CC=CC=2)N1CC1C=C(C=CC=1)C(O)=O.